From a dataset of KCNQ2 potassium channel screen with 302,405 compounds. Binary Classification. Given a drug SMILES string, predict its activity (active/inactive) in a high-throughput screening assay against a specified biological target. (1) The molecule is O=P(N(C)C)(Nc1ccccc1)CN(C)C. The result is 0 (inactive). (2) The compound is s1c2ncnc(N3CC(CCC3)CO)c2c(c1)c1ccccc1. The result is 0 (inactive). (3) The result is 0 (inactive). The compound is Fc1c(NC(=O)C#Cc2ccccc2)cccc1. (4) The compound is S(=O)(=O)(Nc1ncccn1)c1ccc(NC(=O)CN2C(=O)C3C(CC=CC3)C2=O)cc1. The result is 0 (inactive).